From a dataset of Forward reaction prediction with 1.9M reactions from USPTO patents (1976-2016). Predict the product of the given reaction. (1) Given the reactants [CH3:1][O:2][C:3]1[CH:4]=[C:5](/[CH:15]=[CH:16]/[C:17]([OH:19])=[O:18])[CH:6]=[CH:7][C:8]=1[O:9][CH2:10][CH2:11][CH2:12][CH2:13][CH3:14].Cl[CH2:21][CH2:22][CH2:23][CH2:24][CH2:25][CH2:26][OH:27], predict the reaction product. The product is: [CH3:1][O:2][C:3]1[CH:4]=[C:5](/[CH:15]=[CH:16]/[C:17]([O:19][CH2:21][CH2:22][CH2:23][CH2:24][CH2:25][CH2:26][OH:27])=[O:18])[CH:6]=[CH:7][C:8]=1[O:9][CH2:10][CH2:11][CH2:12][CH2:13][CH3:14]. (2) Given the reactants FC(F)(F)C(O)=O.[F:8][C:9]([F:52])([F:51])[C:10]1[CH:11]=[C:12]([CH:44]=[C:45]([C:47]([F:50])([F:49])[F:48])[CH:46]=1)[CH2:13][N:14]([C:38]1[N:39]=[N:40][N:41]([CH3:43])[N:42]=1)[C@H:15]1[CH2:21][CH2:20][CH2:19][N:18](C(OC(C)(C)C)=O)[C:17]2[CH:29]=[C:30]([C:34]([F:37])([F:36])[F:35])[C:31]([CH3:33])=[CH:32][C:16]1=2.C(=O)(O)[O-].[Na+], predict the reaction product. The product is: [F:51][C:9]([F:8])([F:52])[C:10]1[CH:11]=[C:12]([CH:44]=[C:45]([C:47]([F:50])([F:48])[F:49])[CH:46]=1)[CH2:13][N:14]([C:38]1[N:39]=[N:40][N:41]([CH3:43])[N:42]=1)[C@H:15]1[CH2:21][CH2:20][CH2:19][NH:18][C:17]2[CH:29]=[C:30]([C:34]([F:35])([F:36])[F:37])[C:31]([CH3:33])=[CH:32][C:16]1=2. (3) The product is: [O:23]1[C:32]2[CH:31]=[C:30]([CH2:33][NH:1][CH:2]3[CH2:3][CH2:4][N:5]([CH2:8][CH2:9][N:10]4[C:15](=[O:16])[CH:14]=[N:13][C:12]5[CH:17]=[CH:18][C:19]([O:21][CH3:22])=[N:20][C:11]4=5)[CH2:6][CH2:7]3)[N:29]=[CH:28][C:27]=2[O:26][CH2:25][CH2:24]1. Given the reactants [NH2:1][CH:2]1[CH2:7][CH2:6][N:5]([CH2:8][CH2:9][N:10]2[C:15](=[O:16])[CH:14]=[N:13][C:12]3[CH:17]=[CH:18][C:19]([O:21][CH3:22])=[N:20][C:11]2=3)[CH2:4][CH2:3]1.[O:23]1[C:32]2[CH:31]=[C:30]([CH:33]=O)[N:29]=[CH:28][C:27]=2[O:26][CH2:25][CH2:24]1.C(O[BH3-])(=O)C.[Na+].CO, predict the reaction product. (4) Given the reactants [Br:1][C:2]1[CH:3]=[C:4]([CH2:9][CH2:10][OH:11])[CH:5]=[C:6]([Br:8])[CH:7]=1.I[CH3:13].[H-].[Na+], predict the reaction product. The product is: [Br:1][C:2]1[CH:3]=[C:4]([CH2:9][CH2:10][O:11][CH3:13])[CH:5]=[C:6]([Br:8])[CH:7]=1. (5) Given the reactants C(Cl)CCl.[C:5]([O:9][C:10]([NH:12][CH:13]([C:17]1[CH:22]=[CH:21][CH:20]=[C:19]([C:23]([F:26])([F:25])[F:24])[CH:18]=1)[C:14]([OH:16])=O)=[O:11])([CH3:8])([CH3:7])[CH3:6].C1C=CC2N(O)N=NC=2C=1.[NH2:37][C:38]([CH3:42])([CH3:41])[CH2:39][OH:40], predict the reaction product. The product is: [OH:40][CH2:39][C:38]([NH:37][C:14](=[O:16])[CH:13]([NH:12][C:10](=[O:11])[O:9][C:5]([CH3:7])([CH3:8])[CH3:6])[C:17]1[CH:22]=[CH:21][CH:20]=[C:19]([C:23]([F:26])([F:25])[F:24])[CH:18]=1)([CH3:42])[CH3:41]. (6) Given the reactants CC(OI1(OC(C)=O)(OC(C)=O)OC(=O)C2C1=CC=CC=2)=O.[OH:23][CH2:24][CH2:25][C:26]1[CH:27]=[C:28]([N:32]2[CH2:36][CH2:35][O:34][C:33]2=[O:37])[CH:29]=[CH:30][CH:31]=1, predict the reaction product. The product is: [O:37]=[C:33]1[N:32]([C:28]2[CH:27]=[C:26]([CH2:25][CH:24]=[O:23])[CH:31]=[CH:30][CH:29]=2)[CH2:36][CH2:35][O:34]1. (7) Given the reactants [N:1]([C@@H:4]([C@@H:37]([C:45]1[CH:50]=[CH:49][C:48]([Cl:51])=[CH:47][CH:46]=1)[C:38]1[CH:43]=[CH:42][CH:41]=[C:40]([F:44])[CH:39]=1)[C:5]([NH:7][C:8]1[CH:9]=[N:10][CH:11]=[C:12]([F:36])[C:13]=1[CH2:14][CH2:15][C@@H:16]1[N:21]([S:22]([CH:25]2[CH2:27][CH2:26]2)(=[O:24])=[O:23])[C@@H:20]([CH3:28])[CH2:19][N:18]([C:29]([O:31][C:32]([CH3:35])([CH3:34])[CH3:33])=[O:30])[CH2:17]1)=[O:6])=[N+]=[N-].CP(C)C, predict the reaction product. The product is: [NH2:1][C@@H:4]([C@@H:37]([C:45]1[CH:50]=[CH:49][C:48]([Cl:51])=[CH:47][CH:46]=1)[C:38]1[CH:43]=[CH:42][CH:41]=[C:40]([F:44])[CH:39]=1)[C:5]([NH:7][C:8]1[CH:9]=[N:10][CH:11]=[C:12]([F:36])[C:13]=1[CH2:14][CH2:15][C@@H:16]1[N:21]([S:22]([CH:25]2[CH2:26][CH2:27]2)(=[O:24])=[O:23])[C@@H:20]([CH3:28])[CH2:19][N:18]([C:29]([O:31][C:32]([CH3:34])([CH3:33])[CH3:35])=[O:30])[CH2:17]1)=[O:6]. (8) Given the reactants Br[C:2]1[N:3]=[CH:4][C:5]2[C:10]([CH:11]=1)=[CH:9][N:8]([CH2:12][C:13]1[CH:14]=[C:15]([CH:18]=[CH:19][CH:20]=1)[C:16]#[N:17])[C:7](=[O:21])[CH:6]=2.[C:22]1([CH2:28][C:29]#[CH:30])[CH:27]=[CH:26][CH:25]=[CH:24][CH:23]=1.C(N(CC)CC)C, predict the reaction product. The product is: [O:21]=[C:7]1[CH:6]=[C:5]2[C:10]([CH:11]=[C:2]([C:30]#[C:29][CH2:28][C:22]3[CH:27]=[CH:26][CH:25]=[CH:24][CH:23]=3)[N:3]=[CH:4]2)=[CH:9][N:8]1[CH2:12][C:13]1[CH:14]=[C:15]([CH:18]=[CH:19][CH:20]=1)[C:16]#[N:17].